Predict which catalyst facilitates the given reaction. From a dataset of Catalyst prediction with 721,799 reactions and 888 catalyst types from USPTO. (1) Reactant: CN(C)[CH:3]=[CH:4][C:5]([C:7]1[CH:12]=[CH:11][CH:10]=[CH:9][C:8]=1[OH:13])=[O:6].[Br:15]Br.O. Product: [Br:15][C:4]1[C:5](=[O:6])[C:7]2[C:8](=[CH:9][CH:10]=[CH:11][CH:12]=2)[O:13][CH:3]=1. The catalyst class is: 22. (2) Reactant: COC1C=CC(C([O:9][CH2:10][C@H:11]([O:21][Si:22]([C:25]([CH3:28])([CH3:27])[CH3:26])([CH3:24])[CH3:23])[CH2:12][O:13][Si:14]([C:17]([CH3:20])([CH3:19])[CH3:18])([CH3:16])[CH3:15])=O)=CC=1.CC(C[AlH]CC(C)C)C.CO.[K].[Na]. Product: [Si:22]([O:21][C@H:11]([CH2:12][O:13][Si:14]([C:17]([CH3:20])([CH3:19])[CH3:18])([CH3:15])[CH3:16])[CH2:10][OH:9])([C:25]([CH3:28])([CH3:27])[CH3:26])([CH3:24])[CH3:23]. The catalyst class is: 2. (3) Reactant: [OH:1][C:2]1[CH:9]=[C:8]([O:10][CH3:11])[CH:7]=[CH:6][C:3]=1[CH:4]=[O:5].N1C=CC=CC=1.[O:18](S(C(F)(F)F)(=O)=O)[S:19]([C:22]([F:25])([F:24])[F:23])(=O)=[O:20].Cl. Product: [CH:4]([C:3]1[CH:6]=[CH:7][C:8]([O:10][CH3:11])=[CH:9][C:2]=1[O:1][S:19]([C:22]([F:25])([F:24])[F:23])(=[O:20])=[O:18])=[O:5]. The catalyst class is: 4. (4) Reactant: C([O:8][C:9]1[CH:14]=[CH:13][C:12]([C:15]2[N:19]([C:20]3[CH:25]=[CH:24][CH:23]=[CH:22][C:21]=3[Cl:26])[N:18]=[C:17]([C:27]([O:29][CH2:30][C:31]([Cl:34])([Cl:33])[Cl:32])=[O:28])[C:16]=2[CH3:35])=[CH:11][CH:10]=1)C1C=CC=CC=1.C(O)C. Product: [Cl:26][C:21]1[CH:22]=[CH:23][CH:24]=[CH:25][C:20]=1[N:19]1[C:15]([C:12]2[CH:11]=[CH:10][C:9]([OH:8])=[CH:14][CH:13]=2)=[C:16]([CH3:35])[C:17]([C:27]([O:29][CH2:30][C:31]([Cl:34])([Cl:32])[Cl:33])=[O:28])=[N:18]1. The catalyst class is: 570. (5) Reactant: C(OC([N:8]1[CH2:13][CH2:12][CH:11]([NH:14][C:15]2[N:20]=[CH:19][C:18]([C:21]3[CH:26]=[CH:25][C:24]([O:27][CH3:28])=[CH:23][CH:22]=3)=[CH:17][N:16]=2)[CH2:10][CH2:9]1)=O)(C)(C)C.[ClH:29]. Product: [ClH:29].[ClH:29].[CH3:28][O:27][C:24]1[CH:25]=[CH:26][C:21]([C:18]2[CH:17]=[N:16][C:15]([NH:14][CH:11]3[CH2:12][CH2:13][NH:8][CH2:9][CH2:10]3)=[N:20][CH:19]=2)=[CH:22][CH:23]=1. The catalyst class is: 714. (6) Reactant: [Cl:1][C:2]1[CH:3]=[C:4]2[C:9](=[CH:10][CH:11]=1)[N:8]=[C:7]([N:12]([CH:14]([CH3:16])[CH3:15])[CH3:13])[C:6]([C:17]([O:19]C(C)(C)C)=[O:18])=[C:5]2[C:24]1[CH:29]=[CH:28][CH:27]=[CH:26][CH:25]=1.C(O)(C(F)(F)F)=O. Product: [Cl:1][C:2]1[CH:3]=[C:4]2[C:9](=[CH:10][CH:11]=1)[N:8]=[C:7]([N:12]([CH:14]([CH3:15])[CH3:16])[CH3:13])[C:6]([C:17]([OH:19])=[O:18])=[C:5]2[C:24]1[CH:25]=[CH:26][CH:27]=[CH:28][CH:29]=1. The catalyst class is: 2. (7) Reactant: [CH3:1][O:2][C:3]1[CH:8]=[CH:7][C:6]([S:9]([N:12]2[CH2:17][CH2:16][N:15]([CH2:18][C:19]3[NH:28][C:27](=[O:29])[C:26]4[C:21](=[CH:22][CH:23]=[CH:24][CH:25]=4)[N:20]=3)[CH2:14][CH2:13]2)(=[O:11])=[O:10])=[CH:5][CH:4]=1.[CH:30]1(I)[CH2:34][CH2:33][CH2:32][CH2:31]1.C(=O)([O-])[O-].[K+].[K+].CC#N. Product: [CH:30]1([O:29][C:27]2[C:26]3[C:21](=[CH:22][CH:23]=[CH:24][CH:25]=3)[N:20]=[C:19]([CH2:18][N:15]3[CH2:14][CH2:13][N:12]([S:9]([C:6]4[CH:5]=[CH:4][C:3]([O:2][CH3:1])=[CH:8][CH:7]=4)(=[O:10])=[O:11])[CH2:17][CH2:16]3)[N:28]=2)[CH2:34][CH2:33][CH2:32][CH2:31]1. The catalyst class is: 3. (8) Reactant: [Cl:1][C:2]1[N:3]=[CH:4][C:5]2[CH:10]=[CH:9][N:8]([CH2:11][C:12]3[CH:17]=[CH:16][CH:15]=[CH:14][C:13]=3[NH:18][S:19]([CH3:22])(=[O:21])=[O:20])[C:6]=2[N:7]=1.C(=O)([O-])[O-].[K+].[K+].Br[CH2:30][CH2:31][O:32][CH3:33].C(OCC)(=O)C.CCCCCC. Product: [Cl:1][C:2]1[N:3]=[CH:4][C:5]2[CH:10]=[CH:9][N:8]([CH2:11][C:12]3[CH:17]=[CH:16][CH:15]=[CH:14][C:13]=3[N:18]([CH2:30][CH2:31][O:32][CH3:33])[S:19]([CH3:22])(=[O:21])=[O:20])[C:6]=2[N:7]=1. The catalyst class is: 39.